Task: Predict the product of the given reaction.. Dataset: Forward reaction prediction with 1.9M reactions from USPTO patents (1976-2016) (1) Given the reactants C([O:5][C:6]([CH:8]([N:11]1[C:17](=[O:18])[CH2:16][CH2:15][CH:14]([C:19]([O:21][CH2:22][CH3:23])=[O:20])[CH2:13][CH2:12]1)[CH2:9][CH3:10])=[O:7])(C)(C)C.FC(F)(F)C(O)=O, predict the reaction product. The product is: [CH2:22]([O:21][C:19]([CH:14]1[CH2:13][CH2:12][N:11]([CH:8]([CH2:9][CH3:10])[C:6]([OH:7])=[O:5])[C:17](=[O:18])[CH2:16][CH2:15]1)=[O:20])[CH3:23]. (2) Given the reactants [N:1]1([C:7]2[CH:12]=[C:11]([C:13]3[N:17]4[CH:18]=[CH:19][CH:20]=[CH:21][C:16]4=[N:15][C:14]=3[C:22](OCC)=[O:23])[CH:10]=[CH:9][N:8]=2)[CH2:6][CH2:5][O:4][CH2:3][CH2:2]1.CN(C)C1C=C(C2N3C=CC=CC3=NC=2CO)C=CN=1, predict the reaction product. The product is: [N:1]1([C:7]2[CH:12]=[C:11]([C:13]3[N:17]4[CH:18]=[CH:19][CH:20]=[CH:21][C:16]4=[N:15][C:14]=3[CH2:22][OH:23])[CH:10]=[CH:9][N:8]=2)[CH2:6][CH2:5][O:4][CH2:3][CH2:2]1. (3) Given the reactants [CH3:1][C:2]1[N:3]=[C:4]2[C:9]([O:10][CH2:11][C:12]3[C:17]([F:18])=[CH:16][CH:15]=[C:14]([F:19])[C:13]=3[F:20])=[CH:8][C:7]([CH3:21])=[CH:6][N:5]2[C:22]=1[C:23]1[CH:24]=[N:25][NH:26][CH:27]=1.[H-].[Na+].FC(F)(F)S(O[CH2:36][C:37]([CH3:42])([N+:39]([O-:41])=[O:40])[CH3:38])(=O)=O, predict the reaction product. The product is: [CH3:1][C:2]1[N:3]=[C:4]2[C:9]([O:10][CH2:11][C:12]3[C:17]([F:18])=[CH:16][CH:15]=[C:14]([F:19])[C:13]=3[F:20])=[CH:8][C:7]([CH3:21])=[CH:6][N:5]2[C:22]=1[C:23]1[CH:24]=[N:25][N:26]([CH2:36][C:37]([CH3:42])([N+:39]([O-:41])=[O:40])[CH3:38])[CH:27]=1. (4) Given the reactants [Si]([O:8][CH2:9][C:10]1[N:15]=[CH:14][C:13]2[N:16]=[CH:17][N:18]([C:19]3[S:23][C:22]([C:24]([NH2:26])=[O:25])=[C:21]([O:27][CH:28]([C:30]4[CH:35]=[CH:34][C:33]([F:36])=[CH:32][C:31]=4[C:37]([F:40])([F:39])[F:38])[CH3:29])[CH:20]=3)[C:12]=2[CH:11]=1)(C(C)(C)C)(C)C.[F-].C([N+](CCCC)(CCCC)CCCC)CCC, predict the reaction product. The product is: [F:36][C:33]1[CH:34]=[CH:35][C:30]([CH:28]([O:27][C:21]2[CH:20]=[C:19]([N:18]3[C:12]4[CH:11]=[C:10]([CH2:9][OH:8])[N:15]=[CH:14][C:13]=4[N:16]=[CH:17]3)[S:23][C:22]=2[C:24]([NH2:26])=[O:25])[CH3:29])=[C:31]([C:37]([F:40])([F:38])[F:39])[CH:32]=1.